Dataset: Full USPTO retrosynthesis dataset with 1.9M reactions from patents (1976-2016). Task: Predict the reactants needed to synthesize the given product. (1) Given the product [C:1]([O:4][C@H:5]1[C@H:10]([NH:11][C:12]([NH:31][CH2:28][CH2:29][CH3:30])=[S:13])[C@@H:9]([O:14][C:15](=[O:17])[CH3:16])[C@H:8]([O:18][C:19](=[O:21])[CH3:20])[C@@H:7]([CH2:22][O:23][C:24](=[O:26])[CH3:25])[O:6]1)(=[O:3])[CH3:2], predict the reactants needed to synthesize it. The reactants are: [C:1]([O:4][C@H:5]1[C@H:10]([N:11]=[C:12]=[S:13])[C@@H:9]([O:14][C:15](=[O:17])[CH3:16])[C@H:8]([O:18][C:19](=[O:21])[CH3:20])[C@@H:7]([CH2:22][O:23][C:24](=[O:26])[CH3:25])[O:6]1)(=[O:3])[CH3:2].Cl.[CH2:28]([NH2:31])[CH2:29][CH3:30].C(N(CC)CC)C.C([O-])(O)=O.[Na+]. (2) Given the product [NH2:9][C:3]1[N:4]=[CH:5][N:6]=[C:7]([NH:10][CH2:11][CH:12]2[CH2:13][CH2:14][N:15]([C:18](=[O:20])[C:42]([CH3:43])=[CH2:41])[CH2:16][CH2:17]2)[C:2]=1[C:29]1[CH:30]=[CH:31][C:26]([O:25][C:32]2[CH:37]=[CH:36][CH:35]=[CH:34][CH:33]=2)=[CH:27][CH:28]=1, predict the reactants needed to synthesize it. The reactants are: Cl[C:2]1[C:3]([NH2:9])=[N:4][CH:5]=[N:6][C:7]=1Cl.[NH2:10][CH2:11][CH:12]1[CH2:17][CH2:16][N:15]([C:18]([O:20]C(C)(C)C)=O)[CH2:14][CH2:13]1.[O:25]([C:32]1[CH:37]=[CH:36][C:35](B(O)O)=[CH:34][CH:33]=1)[C:26]1[CH:31]=[CH:30][CH:29]=[CH:28][CH:27]=1.[C:41](O)(=O)[C:42](C)=[CH2:43]. (3) Given the product [CH2:20]([O:1][C:2]1[CH:3]=[C:4]([CH2:8][C:9]([O:11][CH2:12][CH3:13])=[O:10])[CH:5]=[CH:6][CH:7]=1)[C:21]1[CH:26]=[CH:25][CH:24]=[CH:23][CH:22]=1, predict the reactants needed to synthesize it. The reactants are: [OH:1][C:2]1[CH:3]=[C:4]([CH2:8][C:9]([O:11][CH2:12][CH3:13])=[O:10])[CH:5]=[CH:6][CH:7]=1.C(=O)([O-])[O-].[K+].[K+].[CH2:20](Br)[C:21]1[CH:26]=[CH:25][CH:24]=[CH:23][CH:22]=1. (4) Given the product [C:9]1([C:7]2[S:6][N:5]=[C:4]([O:33][CH2:30][C:31]#[CH:32])[N:8]=2)[CH:14]=[CH:13][CH:12]=[CH:11][CH:10]=1, predict the reactants needed to synthesize it. The reactants are: CS([C:4]1[N:8]=[C:7]([C:9]2[CH:14]=[CH:13][CH:12]=[CH:11][CH:10]=2)[S:6][N:5]=1)=O.CS(C1N=C(C2C=CC=CC=2)SN=1)(=O)=O.[CH2:30]([OH:33])[C:31]#[CH:32].[H-].[Na+].[Cl-].[Na+]. (5) Given the product [Cl:1][C:2]1[C:3]([NH:11][C:12]2[C:21]3[C:16](=[CH:17][C:18]([O:26][CH2:27][CH2:28][N:29]4[CH2:34][CH2:33][N:32]([C:39](=[O:40])[CH2:38][N:37]([CH3:42])[CH3:36])[CH2:31][CH2:30]4)=[CH:19][C:20]=3[O:22][CH:23]([CH3:25])[CH3:24])[N:15]=[CH:14][N:13]=2)=[C:4]2[O:10][CH2:9][O:8][C:5]2=[N:6][CH:7]=1, predict the reactants needed to synthesize it. The reactants are: [Cl:1][C:2]1[C:3]([NH:11][C:12]2[C:21]3[C:16](=[CH:17][C:18]([O:26][CH2:27][CH2:28][N:29]4[CH2:34][CH2:33][NH:32][CH2:31][CH2:30]4)=[CH:19][C:20]=3[O:22][CH:23]([CH3:25])[CH3:24])[N:15]=[CH:14][N:13]=2)=[C:4]2[O:10][CH2:9][O:8][C:5]2=[N:6][CH:7]=1.Cl.[CH3:36][N:37]([CH3:42])[CH2:38][C:39](Cl)=[O:40].C(N(CC)CC)C. (6) Given the product [ClH:43].[ClH:43].[OH:1][CH:2]([C@H:6]1[CH2:7][NH:8][CH2:9][C@@H:10]([N:12]([CH2:13][CH:14]([CH3:16])[CH3:15])[C:17]([C:19]2[N:23]([CH2:24][CH2:25][CH2:26][CH2:27][O:28][CH3:29])[C:22]3[CH:30]=[CH:31][CH:32]=[CH:33][C:21]=3[N:20]=2)=[O:18])[CH2:11]1)[CH2:3][O:4][CH3:5], predict the reactants needed to synthesize it. The reactants are: [OH:1][CH:2]([CH:6]1[CH2:11][C@H:10]([N:12]([C:17]([C:19]2[N:23]([CH2:24][CH2:25][CH2:26][CH2:27][O:28][CH3:29])[C:22]3[CH:30]=[CH:31][CH:32]=[CH:33][C:21]=3[N:20]=2)=[O:18])[CH2:13][CH:14]([CH3:16])[CH3:15])[CH2:9][N:8](C(OC(C)(C)C)=O)[CH2:7]1)[CH2:3][O:4][CH3:5].CO.[ClH:43].